Dataset: Catalyst prediction with 721,799 reactions and 888 catalyst types from USPTO. Task: Predict which catalyst facilitates the given reaction. (1) Reactant: [NH2:1][C:2]1[N:7]=[CH:6][C:5]([C:8]2[CH:13]=[CH:12][C:11]([OH:14])=[CH:10][CH:9]=2)=[C:4]([CH:15]([CH3:17])C)[C:3]=1[C:18]1[CH:23]=[CH:22][C:21]([OH:24])=[CH:20][CH:19]=1.[CH:25](=O)[CH2:26][CH3:27].[BH-](OC(C)=O)(OC(C)=O)OC(C)=O.[Na+]. Product: [CH2:15]([C:4]1[C:3]([C:18]2[CH:19]=[CH:20][C:21]([OH:24])=[CH:22][CH:23]=2)=[C:2]([NH:1][CH2:25][CH2:26][CH3:27])[N:7]=[CH:6][C:5]=1[C:8]1[CH:9]=[CH:10][C:11]([OH:14])=[CH:12][CH:13]=1)[CH3:17]. The catalyst class is: 26. (2) Reactant: CC([O-])(C)C.[K+].Br[CH2:8][CH:9]([C:11]1[CH:16]=[CH:15][CH:14]=[CH:13][CH:12]=1)[F:10]. Product: [F:10][C:9]([C:11]1[CH:16]=[CH:15][CH:14]=[CH:13][CH:12]=1)=[CH2:8]. The catalyst class is: 605. (3) Reactant: [CH2:1]([N:5]([CH2:15][CH2:16][CH2:17][CH3:18])[C:6]1[CH:13]=[CH:12][C:9]([CH:10]=[O:11])=[C:8]([OH:14])[CH:7]=1)[CH2:2][CH2:3][CH3:4].CI.[C:21](=O)([O-])[O-].[K+].[K+].O. Product: [CH2:1]([N:5]([CH2:15][CH2:16][CH2:17][CH3:18])[C:6]1[CH:13]=[CH:12][C:9]([CH:10]=[O:11])=[C:8]([O:14][CH3:21])[CH:7]=1)[CH2:2][CH2:3][CH3:4]. The catalyst class is: 435.